Predict the reaction yield, written as a fraction of the theoretical maximum amount of product (1.0 means a 100% yield; for example, 0.34 means a 34% yield). From a dataset of Reaction yield outcomes from USPTO patents with 853,638 reactions. (1) The catalyst is CCO. The yield is 0.490. The reactants are [Cl:1][C:2]1[CH:7]=[CH:6][CH:5]=[C:4]([F:8])[C:3]=1[C:9]1[N:10]=[C:11]2[CH:16]=[CH:15][CH:14]=[C:13]([NH:17][C:18](=[O:24])OC(C)(C)C)[N:12]2[C:25]=1[NH:26][C:27]1[CH:36]=[CH:35][C:30]2[O:31][CH2:32][CH2:33][O:34][C:29]=2[CH:28]=1.[OH-].[Na+].[NH4+].[Cl-]. The product is [Cl:1][C:2]1[CH:7]=[CH:6][CH:5]=[C:4]([F:8])[C:3]=1[C:9]1[N:10]=[C:11]2[N:12]3[C:13]([NH:17][C:18](=[O:24])[N:26]([C:27]4[CH:28]=[CH:29][C:30]5[O:31][CH2:32][CH2:33][O:34][C:35]=5[CH:36]=4)[C:25]=13)=[CH:14][CH:15]=[CH:16]2. (2) The reactants are [CH2:1]([O:8][C:9]1[CH:18]=[CH:17][C:12]2[C:13](=O)[CH2:14][O:15][C:11]=2[CH:10]=1)[C:2]1[CH:7]=[CH:6][CH:5]=[CH:4][CH:3]=1.[H-].[Na+].I[CH3:22].CN([CH:26]=[O:27])C. No catalyst specified. The product is [CH2:1]([O:8][C:9]1[CH:18]=[CH:17][C:12]2[C:26](=[O:27])[C:14]([CH3:13])([CH3:22])[O:15][C:11]=2[CH:10]=1)[C:2]1[CH:3]=[CH:4][CH:5]=[CH:6][CH:7]=1. The yield is 0.470. (3) The reactants are [F:1][C:2]([F:17])([F:16])[C:3]1[C:7]2[CH:8]=[CH:9][C:10]([OH:15])=[C:11]([CH2:12][CH2:13][CH3:14])[C:6]=2[O:5][N:4]=1.[Br:18][CH2:19][CH2:20]Br.[OH-].[Na+]. The catalyst is O. The product is [Br:18][CH2:19][CH2:20][O:15][C:10]1[CH:9]=[CH:8][C:7]2[C:3]([C:2]([F:1])([F:16])[F:17])=[N:4][O:5][C:6]=2[C:11]=1[CH2:12][CH2:13][CH3:14]. The yield is 0.380. (4) The reactants are [Br:1][C:2]1[CH:11]=[CH:10][C:9]2[O:8][CH2:7][C:6]3[CH:12]=[C:13]([C:15]([O:17]C)=[O:16])[S:14][C:5]=3[C:4]=2[CH:3]=1.[OH-].[K+]. The catalyst is O1CCCC1.O. The product is [Br:1][C:2]1[CH:11]=[CH:10][C:9]2[O:8][CH2:7][C:6]3[CH:12]=[C:13]([C:15]([OH:17])=[O:16])[S:14][C:5]=3[C:4]=2[CH:3]=1. The yield is 0.930. (5) The reactants are [O:1]=O.[Br:3][C:4]1[CH:16]=[CH:15][C:14]2[C:13]3[C:8](=[CH:9][C:10]([Br:17])=[CH:11][CH:12]=3)[CH2:7][C:6]=2[CH:5]=1.[OH-].[Na+]. The catalyst is [Br-].[NH4+].[NH4+].[NH4+].[NH4+].[Br-].[Br-].[Br-].C1(C)C=CC=CC=1. The product is [Br:3][C:4]1[C:5](=[O:1])[C:6]2[C:14](=[CH:15][CH:16]=1)[C:13]1[C:8](=[CH:9][C:10]([Br:17])=[CH:11][CH:12]=1)[CH:7]=2. The yield is 0.845. (6) The reactants are [N:1]1([C:7]([C:9]2[CH:14]=[CH:13][CH:12]=[CH:11][C:10]=2[C:15]([F:18])([F:17])[F:16])=[S:8])[CH2:6][CH2:5][NH:4][CH2:3][CH2:2]1.[CH:19]1([CH2:22][CH2:23][NH:24][C:25]([C:27]2[N:28]=[N:29][C:30](Cl)=[CH:31][CH:32]=2)=[O:26])[CH2:21][CH2:20]1.C([O-])([O-])=O.[K+].[K+]. The catalyst is [N+](CCCC)(CCCC)(CCCC)CCCC.[I-].O1CCOCC1. The product is [CH:19]1([CH2:22][CH2:23][NH:24][C:25]([C:27]2[N:28]=[N:29][C:30]([N:4]3[CH2:5][CH2:6][N:1]([C:7](=[S:8])[C:9]4[CH:14]=[CH:13][CH:12]=[CH:11][C:10]=4[C:15]([F:18])([F:16])[F:17])[CH2:2][CH2:3]3)=[CH:31][CH:32]=2)=[O:26])[CH2:21][CH2:20]1. The yield is 0.760. (7) The reactants are [C:1]([C:4]1[C:9]2[NH:10][C:11]3[C:16]([C:8]=2[C:7]([C:28]2[CH:33]=[CH:32][CH:31]=[CH:30][C:29]=2[F:34])=[CH:6][N:5]=1)=[CH:15][CH:14]=[C:13]([NH:17]C(=O)OCC1C=CC=CC=1)[CH:12]=3)(=[O:3])[NH2:2]. The catalyst is O1CCCC1.CO.[Pd]. The product is [NH2:17][C:13]1[CH:12]=[C:11]2[C:16]([C:8]3[C:7]([C:28]4[CH:33]=[CH:32][CH:31]=[CH:30][C:29]=4[F:34])=[CH:6][N:5]=[C:4]([C:1]([NH2:2])=[O:3])[C:9]=3[NH:10]2)=[CH:15][CH:14]=1. The yield is 0.900. (8) The reactants are ClC1C=C(N(CC2[CH:32]=[CH:31][C:30]([O:33]C)=[CH:29][CH:28]=2)C2C=CC=CC=2)C2N(C(C=CC3C=CN=CC=3)=CN=2)N=1.[NH2:35][CH2:36][C:37]1[CH:38]=[C:39]([N:46]([CH2:53][C:54]2[CH:59]=[CH:58][C:57]([O:60][CH3:61])=[CH:56][CH:55]=2)[C:47]2[CH:52]=[CH:51][CH:50]=[CH:49][CH:48]=2)[C:40]2[N:41]([CH:43]=[CH:44][N:45]=2)[N:42]=1.C(N1CCCC(NC2C=C(N(CC3C=CC(OC)=CC=3)C3C=CC=CC=3)C3N(C(C#N)=CN=3)N=2)C1)C1C=CC=CC=1.C(OC)(=O)C=C.CC(C)([O-])C.[K+].[OH-].[Na+].Cl. The catalyst is C1COCC1.C(OCC)(=O)C.C(O)C. The product is [CH3:61][O:60][C:57]1[CH:56]=[CH:55][C:54]([CH2:53][N:46]([C:47]2[CH:48]=[CH:49][CH:50]=[CH:51][CH:52]=2)[C:39]2[C:40]3[N:41]([CH:43]=[CH:44][N:45]=3)[N:42]=[C:37]([CH2:36][N:35]3[CH2:32][CH2:31][C:30](=[O:33])[CH2:29][CH2:28]3)[CH:38]=2)=[CH:59][CH:58]=1. The yield is 0.627. (9) The reactants are [OH-:1].[K+].C(O)C[OH:5].[Br:7][C:8]1[CH:13]=[CH:12][C:11]([C:14]2([C:17]#N)[CH2:16][CH2:15]2)=[CH:10][CH:9]=1. The catalyst is O. The product is [Br:7][C:8]1[CH:13]=[CH:12][C:11]([C:14]2([C:17]([OH:5])=[O:1])[CH2:16][CH2:15]2)=[CH:10][CH:9]=1. The yield is 0.970.